From a dataset of Reaction yield outcomes from USPTO patents with 853,638 reactions. Predict the reaction yield, written as a fraction of the theoretical maximum amount of product (1.0 means a 100% yield; for example, 0.34 means a 34% yield). (1) The reactants are [C:1]1([CH3:9])[CH:6]=[CH:5][CH:4]=[CH:3][C:2]=1[Mg]Cl.[Cl:10][C:11]1[CH:23]=[CH:22][C:14]([C:15]([N:17]([CH2:20][CH3:21])[CH2:18][CH3:19])=[O:16])=[CH:13][N:12]=1.CO.ClC1C(=O)C(C#N)=C(C#N)C(=O)C=1Cl. The catalyst is C1COCC1. The product is [Cl:10][C:11]1[CH:23]=[C:22]([C:2]2[CH:3]=[CH:4][CH:5]=[CH:6][C:1]=2[CH3:9])[C:14]([C:15]([N:17]([CH2:18][CH3:19])[CH2:20][CH3:21])=[O:16])=[CH:13][N:12]=1. The yield is 0.860. (2) The reactants are [I:1][C:2]1[CH:3]=[C:4]2[C:9](=[CH:10][CH:11]=1)[N:8]=[CH:7][N:6]=[C:5]2Cl.[NH2:13][C:14]1[CH:15]=[C:16]2[C:20](=[CH:21][CH:22]=1)[N:19]([S:23]([C:26]1[CH:31]=[CH:30][CH:29]=[CH:28][CH:27]=1)(=[O:25])=[O:24])[CH:18]=[CH:17]2. The catalyst is ClCCCl.C(O)(C)(C)C. The product is [C:26]1([S:23]([N:19]2[C:20]3[C:16](=[CH:15][C:14]([NH:13][C:5]4[C:4]5[C:9](=[CH:10][CH:11]=[C:2]([I:1])[CH:3]=5)[N:8]=[CH:7][N:6]=4)=[CH:22][CH:21]=3)[CH:17]=[CH:18]2)(=[O:24])=[O:25])[CH:27]=[CH:28][CH:29]=[CH:30][CH:31]=1. The yield is 0.750. (3) The reactants are [N+:1]([C:4]1[CH:5]=[C:6]([N:10]=[C:11]=[O:12])[CH:7]=[CH:8][CH:9]=1)([O-:3])=[O:2].Cl.[CH3:14][O:15][C:16](=[O:19])[CH2:17][NH2:18].C(N(CC)CC)C. The yield is 1.00. The catalyst is ClCCl. The product is [CH3:14][O:15][C:16](=[O:19])[CH2:17][NH:18][C:11]([NH:10][C:6]1[CH:7]=[CH:8][CH:9]=[C:4]([N+:1]([O-:3])=[O:2])[CH:5]=1)=[O:12]. (4) The reactants are [Br:1][C:2]1[N:7]=[CH:6][C:5]([OH:8])=[CH:4][CH:3]=1.I[CH:10]([CH3:12])[CH3:11].C(=O)([O-])[O-].[K+].[K+]. The catalyst is CN(C)C=O. The product is [Br:1][C:2]1[CH:3]=[CH:4][C:5]([O:8][CH:10]([CH3:12])[CH3:11])=[CH:6][N:7]=1. The yield is 0.580. (5) The reactants are [OH:1][CH:2]1[CH2:10][C:9]2[N:8]([C:11]3[CH:16]=[C:15]([I:17])[CH:14]=[CH:13][N:12]=3)[N:7]=[C:6]([C:18]([OH:20])=O)[C:5]=2[CH2:4][CH2:3]1.[Cl-].[NH4+:22]. No catalyst specified. The product is [OH:1][CH:2]1[CH2:10][C:9]2[N:8]([C:11]3[CH:16]=[C:15]([I:17])[CH:14]=[CH:13][N:12]=3)[N:7]=[C:6]([C:18]([NH2:22])=[O:20])[C:5]=2[CH2:4][CH2:3]1. The yield is 0.780. (6) The reactants are [CH:1]1([O:6][C:7]2[CH:12]=[C:11]([N+:13]([O-])=O)[CH:10]=[CH:9][C:8]=2[O:16][CH3:17])[CH2:5][CH2:4][CH2:3][CH2:2]1. The catalyst is C(O)C.[Pd]. The product is [CH:1]1([O:6][C:7]2[CH:12]=[C:11]([CH:10]=[CH:9][C:8]=2[O:16][CH3:17])[NH2:13])[CH2:2][CH2:3][CH2:4][CH2:5]1. The yield is 0.950. (7) The reactants are [NH2:1][C:2]1[CH:10]=[C:9]2[C:5]([CH2:6][C:7](=[O:11])[NH:8]2)=[CH:4][C:3]=1[F:12].[F:13][C:14]1[CH:21]=[CH:20][C:17]([CH:18]=O)=[CH:16][CH:15]=1.[BH4-].[Na+]. The catalyst is C(O)C. The product is [F:12][C:3]1[CH:4]=[C:5]2[C:9](=[CH:10][C:2]=1[NH:1][CH2:18][C:17]1[CH:20]=[CH:21][C:14]([F:13])=[CH:15][CH:16]=1)[NH:8][C:7](=[O:11])[CH2:6]2. The yield is 0.450. (8) The reactants are ClCC([O:5][C@@H:6]1[C@@H:11]([O:12][CH2:13][C:14]2[CH:19]=[CH:18][CH:17]=[CH:16][CH:15]=2)[C@@H:10]([O:20][CH2:21][C:22]2[CH:27]=[CH:26][CH:25]=[CH:24][CH:23]=2)[C@@H:9]([CH2:28][O:29][CH2:30][C:31]2[CH:36]=[CH:35][CH:34]=[CH:33][CH:32]=2)[O:8][C@H:7]1[F:37])=O.NC(N)=S. The catalyst is N1C=CC=CC=1.C(O)C. The product is [CH2:13]([O:12][C@H:11]1[C@@H:10]([O:20][CH2:21][C:22]2[CH:27]=[CH:26][CH:25]=[CH:24][CH:23]=2)[C@@H:9]([CH2:28][O:29][CH2:30][C:31]2[CH:36]=[CH:35][CH:34]=[CH:33][CH:32]=2)[O:8][C@@H:7]([F:37])[C@@H:6]1[OH:5])[C:14]1[CH:19]=[CH:18][CH:17]=[CH:16][CH:15]=1. The yield is 0.750. (9) The reactants are Br[C:2]1[CH:3]=[CH:4][C:5]2[N:6]([CH:23]=1)[C:7](=[O:22])[CH:8]=[C:9]([C:11]1[CH:21]=[C:14]3[C:15]([CH3:20])=[N:16][C:17]([CH3:19])=[CH:18][N:13]3[N:12]=1)[N:10]=2.C(N(CC)CC)C.[CH2:31]([NH:34][C:35](=[O:41])[O:36][C:37]([CH3:40])([CH3:39])[CH3:38])[C:32]#[CH:33].O. The catalyst is CN(C=O)C.[Cu]I.Cl[Pd](Cl)([P](C1C=CC=CC=1)(C1C=CC=CC=1)C1C=CC=CC=1)[P](C1C=CC=CC=1)(C1C=CC=CC=1)C1C=CC=CC=1. The product is [CH3:20][C:15]1[C:14]2[N:13]([N:12]=[C:11]([C:9]3[N:10]=[C:5]4[CH:4]=[CH:3][C:2]([C:33]#[C:32][CH2:31][NH:34][C:35](=[O:41])[O:36][C:37]([CH3:39])([CH3:38])[CH3:40])=[CH:23][N:6]4[C:7](=[O:22])[CH:8]=3)[CH:21]=2)[CH:18]=[C:17]([CH3:19])[N:16]=1. The yield is 0.800. (10) The reactants are [CH3:1][O:2][C:3]1[CH:4]=[C:5]2[C:10](=[CH:11][C:12]=1[O:13][CH3:14])[N:9]=[CH:8][CH:7]=[C:6]2[O:15][C:16]1[CH:22]=[CH:21][C:19]([NH2:20])=[C:18]([F:23])[CH:17]=1.C(O)C.[CH3:27][C:28]1[CH:29]=[C:30]([C:34]([N:36]=[C:37]=[S:38])=[O:35])[CH:31]=[CH:32][CH:33]=1. The catalyst is C1(C)C=CC=CC=1. The product is [CH3:1][O:2][C:3]1[CH:4]=[C:5]2[C:10](=[CH:11][C:12]=1[O:13][CH3:14])[N:9]=[CH:8][CH:7]=[C:6]2[O:15][C:16]1[CH:22]=[CH:21][C:19]([NH:20][C:37]([NH:36][C:34](=[O:35])[C:30]2[CH:31]=[CH:32][CH:33]=[C:28]([CH3:27])[CH:29]=2)=[S:38])=[C:18]([F:23])[CH:17]=1. The yield is 0.870.